Dataset: Forward reaction prediction with 1.9M reactions from USPTO patents (1976-2016). Task: Predict the product of the given reaction. (1) The product is: [F:37][C:36]([F:39])([F:38])[S:33]([O:14][C:7]1[CH:8]=[C:9]([O:12][CH3:13])[CH:10]=[CH:11][C:6]=1[C:5]([N:4]([CH2:3][C:1]#[N:2])[CH3:16])=[O:15])(=[O:35])=[O:34]. Given the reactants [C:1]([CH2:3][N:4]([CH3:16])[C:5](=[O:15])[C:6]1[CH:11]=[CH:10][C:9]([O:12][CH3:13])=[CH:8][C:7]=1[OH:14])#[N:2].CCN(C(C)C)C(C)C.C1(N([S:33]([C:36]([F:39])([F:38])[F:37])(=[O:35])=[O:34])[S:33]([C:36]([F:39])([F:38])[F:37])(=[O:35])=[O:34])C=CC=CC=1, predict the reaction product. (2) The product is: [S:39]([OH:42])([O:37][CH2:36][CH2:35][N:3]([C:4]1[CH:5]=[CH:6][C:7](/[N:10]=[N:11]/[C:12]2[S:13][C:14]([CH:23]=[C:24]3[C:25](=[O:34])[C:26]4[C:31](=[CH:30][CH:29]=[CH:28][CH:27]=4)[C:32]3=[O:33])=[C:15]([N:17]3[CH2:22][CH2:21][CH2:20][CH2:19][CH2:18]3)[N:16]=2)=[CH:8][CH:9]=1)[CH2:1][CH3:2])(=[O:41])=[O:40]. Given the reactants [CH2:1]([N:3]([CH2:35][CH2:36][OH:37])[C:4]1[CH:9]=[CH:8][C:7](/[N:10]=[N:11]/[C:12]2[S:13][C:14]([CH:23]=[C:24]3[C:32](=[O:33])[C:31]4[C:26](=[CH:27][CH:28]=[CH:29][CH:30]=4)[C:25]3=[O:34])=[C:15]([N:17]3[CH2:22][CH2:21][CH2:20][CH2:19][CH2:18]3)[N:16]=2)=[CH:6][CH:5]=1)[CH3:2].Cl[S:39]([OH:42])(=[O:41])=[O:40], predict the reaction product.